From a dataset of Forward reaction prediction with 1.9M reactions from USPTO patents (1976-2016). Predict the product of the given reaction. (1) Given the reactants Cl.[CH2:2]([C:6]1[CH:11]=[CH:10][C:9]([C:12]#[C:13][C:14]2[CH:34]=[CH:33][C:17]([CH2:18][NH:19][C:20]3[CH:32]=[CH:31][C:23]4[O:24][C:25]([CH3:30])([CH3:29])[O:26][C:27](=[O:28])[C:22]=4[CH:21]=3)=[CH:16][CH:15]=2)=[CH:8][CH:7]=1)[CH2:3][CH2:4][CH3:5].[O:35]1[C:39]2[CH:40]=[CH:41][C:42]([C:44](Cl)=[O:45])=[CH:43][C:38]=2[O:37][CH2:36]1, predict the reaction product. The product is: [CH2:2]([C:6]1[CH:7]=[CH:8][C:9]([C:12]#[C:13][C:14]2[CH:34]=[CH:33][C:17]([CH2:18][N:19]([C:20]3[CH:32]=[CH:31][C:23]4[O:24][C:25]([CH3:30])([CH3:29])[O:26][C:27](=[O:28])[C:22]=4[CH:21]=3)[C:44]([C:42]3[CH:41]=[CH:40][C:39]4[O:35][CH2:36][O:37][C:38]=4[CH:43]=3)=[O:45])=[CH:16][CH:15]=2)=[CH:10][CH:11]=1)[CH2:3][CH2:4][CH3:5]. (2) Given the reactants [CH2:1]([O:3][C:4]1[CH:5]=[C:6]([O:58][CH:59]([CH3:61])[CH3:60])[C:7]([F:57])=[C:8]([CH:10]([NH:44][C:45]2[CH:50]=[CH:49][C:48]([C:51]3[N:55]=[C:54]([CH3:56])[O:53][N:52]=3)=[CH:47][CH:46]=2)[C:11]2[N:12]([C:25]([C:38]3[CH:43]=[CH:42][CH:41]=[CH:40][CH:39]=3)([C:32]3[CH:37]=[CH:36][CH:35]=[CH:34][CH:33]=3)[C:26]3[CH:31]=[CH:30][CH:29]=[CH:28][CH:27]=3)[CH:13]=[C:14]([C:16]3[CH:21]=[CH:20][CH:19]=[CH:18][C:17]=3[C:22](=[O:24])[CH3:23])[N:15]=2)[CH:9]=1)[CH3:2].[BH4-].[Na+], predict the reaction product. The product is: [CH2:1]([O:3][C:4]1[CH:5]=[C:6]([O:58][CH:59]([CH3:60])[CH3:61])[C:7]([F:57])=[C:8]([CH:10]([NH:44][C:45]2[CH:46]=[CH:47][C:48]([C:51]3[N:55]=[C:54]([CH3:56])[O:53][N:52]=3)=[CH:49][CH:50]=2)[C:11]2[N:12]([C:25]([C:32]3[CH:37]=[CH:36][CH:35]=[CH:34][CH:33]=3)([C:26]3[CH:31]=[CH:30][CH:29]=[CH:28][CH:27]=3)[C:38]3[CH:39]=[CH:40][CH:41]=[CH:42][CH:43]=3)[CH:13]=[C:14]([C:16]3[CH:21]=[CH:20][CH:19]=[CH:18][C:17]=3[CH:22]([OH:24])[CH3:23])[N:15]=2)[CH:9]=1)[CH3:2]. (3) Given the reactants [C:1]([N:4]1[C:12]2[C:7](=[CH:8][C:9]([C:13]([OH:15])=O)=[CH:10][CH:11]=2)[C:6]([CH3:16])=[N:5]1)(=[O:3])[CH3:2].[CH3:17][C:18]1([CH3:26])[O:23][C:22](=[O:24])[CH2:21][C:20](=[O:25])[O:19]1.CCN=C=NCCCN(C)C.Cl, predict the reaction product. The product is: [C:1]([N:4]1[C:12]2[C:7](=[CH:8][C:9]([C:13]([CH:21]3[C:22](=[O:24])[O:23][C:18]([CH3:26])([CH3:17])[O:19][C:20]3=[O:25])=[O:15])=[CH:10][CH:11]=2)[C:6]([CH3:16])=[N:5]1)(=[O:3])[CH3:2]. (4) Given the reactants [CH2:1]([O:8][C:9]1[CH:14]=[CH:13][C:12]([S:15]([N:18]2[CH2:23][CH:22]([O:24][CH3:25])[CH2:21][CH2:20][CH:19]2[C:26](O)=[O:27])(=[O:17])=[O:16])=[CH:11][CH:10]=1)[C:2]1[CH:7]=[CH:6][CH:5]=[CH:4][CH:3]=1.C1C=CC2N(O)N=NC=2C=1.[CH2:39]=[CH:40][CH2:41][O:42][NH2:43].Cl.C(N(C(C)C)CC)(C)C.CCN=C=NCCCN(C)C, predict the reaction product. The product is: [CH2:41]([O:42][NH:43][C:26]([CH:19]1[CH2:20][CH2:21][CH:22]([O:24][CH3:25])[CH2:23][N:18]1[S:15]([C:12]1[CH:13]=[CH:14][C:9]([O:8][CH2:1][C:2]2[CH:7]=[CH:6][CH:5]=[CH:4][CH:3]=2)=[CH:10][CH:11]=1)(=[O:16])=[O:17])=[O:27])[CH:40]=[CH2:39]. (5) Given the reactants [NH2:1][CH:2]([CH2:13][NH2:14])[C:3]([NH:5][CH:6]1[CH2:11][CH2:10][CH:9]([CH3:12])[CH2:8][CH2:7]1)=[O:4].[C:15]1(=O)[CH2:19][CH2:18][CH2:17][C:16]1=O.CC1C=CC(S([O-])(=O)=O)=CC=1.C1C=C[NH+]=CC=1, predict the reaction product. The product is: [CH3:12][C@H:9]1[CH2:10][CH2:11][C@H:6]([NH:5][C:3]([C:2]2[N:1]=[C:16]3[CH2:17][CH2:18][CH2:19][C:15]3=[N:14][CH:13]=2)=[O:4])[CH2:7][CH2:8]1.